Dataset: Reaction yield outcomes from USPTO patents with 853,638 reactions. Task: Predict the reaction yield, written as a fraction of the theoretical maximum amount of product (1.0 means a 100% yield; for example, 0.34 means a 34% yield). The reactants are [Cl:1][C:2]1[CH:3]=[C:4]([CH:8]=[N:9][C:10]([O:12][Si](C)(C)C)=[CH2:11])[CH:5]=[CH:6][CH:7]=1.[CH2:17]([O:19][C:20]([N:22]1[C:30]2[C:25](=[CH:26][CH:27]=[C:28]([Cl:31])[CH:29]=2)/[C:24](=[CH:32]/[C:33]2[CH:38]=[C:37]([F:39])[CH:36]=[CH:35][C:34]=2[CH3:40])/[C:23]1=[O:41])=[O:21])[CH3:18].CO. The catalyst is C1(C)C=CC=CC=1. The product is [CH2:17]([O:19][C:20]([N:22]1[C:30]2[C:25](=[CH:26][CH:27]=[C:28]([Cl:31])[CH:29]=2)[C:24]2([CH:32]([C:33]3[CH:38]=[C:37]([F:39])[CH:36]=[CH:35][C:34]=3[CH3:40])[CH2:12][C:10](=[O:11])[NH:9][CH:8]2[C:4]2[CH:5]=[CH:6][CH:7]=[C:2]([Cl:1])[CH:3]=2)[C:23]1=[O:41])=[O:21])[CH3:18]. The yield is 0.820.